Dataset: Full USPTO retrosynthesis dataset with 1.9M reactions from patents (1976-2016). Task: Predict the reactants needed to synthesize the given product. (1) Given the product [OH:33][CH2:10][CH2:9][N:8]([CH2:1][C:2]1[CH:7]=[CH:6][CH:5]=[CH:4][CH:3]=1)[C:16]1[C:15]2[N:19]=[CH:20][N:21]([C:14]=2[N:13]=[CH:12][N:17]=1)[C@@H:22]1[O:26][C@H:25]([CH2:27][OH:28])[C@@H:24]([OH:29])[C@H:23]1[OH:30], predict the reactants needed to synthesize it. The reactants are: [CH2:1]([NH:8][CH:9](O)[CH3:10])[C:2]1[CH:7]=[CH:6][CH:5]=[CH:4][CH:3]=1.[CH:12]1[N:17]=[C:16](Cl)[C:15]2[N:19]=[CH:20][N:21]([C@@H:22]3[O:26][C@H:25]([CH2:27][OH:28])[C@@H:24]([OH:29])[C@H:23]3[OH:30])[C:14]=2[N:13]=1.CC[OH:33]. (2) Given the product [OH:18][CH2:19][C@@H:15]([NH:16][C:17](=[O:50])[O:37][C:38]([CH3:48])([CH3:43])[CH3:39])[CH2:14][C@H:13]([CH2:12][NH:11][C:9](=[O:10])[C:8]1[CH:33]=[CH:34][CH:35]=[CH:36][C:7]=1[O:6][CH2:5][CH2:4][CH2:3][O:2][CH3:1])[CH:30]([CH3:31])[CH3:32], predict the reactants needed to synthesize it. The reactants are: [CH3:1][O:2][CH2:3][CH2:4][CH2:5][O:6][C:7]1[CH:36]=[CH:35][CH:34]=[CH:33][C:8]=1[C:9]([NH:11][CH2:12][C@H:13]([CH:30]([CH3:32])[CH3:31])[CH2:14][C@H:15]1[CH2:19][O:18][C:17](C)(C)[N:16]1NC(OC(C)(C)C)=O)=[O:10].[OH2:37].[C:38]1([CH3:48])[CH:43]=CC(S(O)(=O)=O)=C[CH:39]=1.C[OH:50]. (3) Given the product [N:1]1([C:7]([NH:9][N:10]=[C:20]2[C:19]3[C:14](=[CH:15][CH:16]=[C:17]([S:22][CH2:23][CH2:24][CH2:25][C:26]4[CH:27]=[CH:28][C:29]([C:30]([OH:32])=[O:31])=[CH:33][CH:34]=4)[CH:18]=3)[N:13]([CH2:35][CH2:36][CH2:37][CH2:38][CH3:39])[C:12]2=[O:11])=[O:8])[CH2:6][CH2:5][O:4][CH2:3][CH2:2]1, predict the reactants needed to synthesize it. The reactants are: [N:1]1([C:7]([NH:9][NH2:10])=[O:8])[CH2:6][CH2:5][O:4][CH2:3][CH2:2]1.[O:11]=[C:12]1[C:20](=O)[C:19]2[C:14](=[CH:15][CH:16]=[C:17]([S:22][CH2:23][CH2:24][CH2:25][C:26]3[CH:34]=[CH:33][C:29]([C:30]([OH:32])=[O:31])=[CH:28][CH:27]=3)[CH:18]=2)[N:13]1[CH2:35][CH2:36][CH2:37][CH2:38][CH3:39]. (4) Given the product [CH2:38]([C:26]1[CH:27]=[C:28]([C:35]#[N:36])[C:29](=[CH:32][C:33]=1[CH2:5][CH2:6][CH2:1][CH2:2][CH2:3][CH3:4])[C:30]#[N:31])[CH2:39][CH2:40][CH2:41][CH2:42][CH3:43], predict the reactants needed to synthesize it. The reactants are: [C:1]1(P([C:1]2[CH:6]=[CH:5][CH:4]=[CH:3][CH:2]=2)[C:1]2[CH:6]=[CH:5][CH:4]=[CH:3][CH:2]=2)[CH:6]=[CH:5][CH:4]=[CH:3][CH:2]=1.[Li]CCCC.Cl[C:26]1[CH:27]=[C:28]([C:35]#[N:36])[C:29](=[CH:32][C:33]=1Cl)[C:30]#[N:31].[Br-].[CH2:38]([Zn+])[CH2:39][CH2:40][CH2:41][CH2:42][CH3:43].Cl. (5) Given the product [N:38]1([CH2:37][CH2:36][N:35]2[C:34]3[C:33](=[CH:47][C:46]([NH:48][C:49]([C:51]4[S:52][CH:53]=[CH:54][CH:55]=4)=[NH:50])=[CH:45][CH:44]=3)[CH2:30][CH2:29]2)[CH2:39][CH2:40][CH2:41][CH2:43]1, predict the reactants needed to synthesize it. The reactants are: CN1CCCC1CCN1CCCCC2C=C(NC(C3SC=CC=3)=N)C=CC1=2.O=[C:29]1[N:35]([CH2:36][CH2:37][N:38]2[CH2:43]C[CH2:41][CH2:40][CH2:39]2)[C:34]2[CH:44]=[CH:45][C:46]([NH:48][C:49]([C:51]3[S:52][CH:53]=[CH:54][CH:55]=3)=[NH:50])=[CH:47][C:33]=2CC[CH2:30]1. (6) Given the product [CH2:1]([N:3]([CH2:31][C:32]1[CH:37]=[CH:36][C:35]([O:38][CH2:42][CH2:43][N:45]2[C:50]([CH3:52])([CH3:51])[CH2:49][CH2:48][CH2:47][C:46]2([CH3:54])[CH3:53])=[C:34]([F:39])[CH:33]=1)[C:4]1[CH:9]=[C:8]([O:10][CH3:11])[C:7]([O:12][CH3:13])=[CH:6][C:5]=1[CH:14]1[CH2:23][CH2:22][C:21]2[CH:20]=[C:19]([OH:24])[CH:18]=[CH:17][C:16]=2[CH2:15]1)[CH3:2], predict the reactants needed to synthesize it. The reactants are: [CH2:1]([N:3]([C:31](=O)[C:32]1[CH:37]=[CH:36][C:35]([OH:38])=[C:34]([F:39])[CH:33]=1)[C:4]1[CH:9]=[C:8]([O:10][CH3:11])[C:7]([O:12][CH3:13])=[CH:6][C:5]=1[CH:14]1[CH2:23][CH2:22][C:21]2[CH:20]=[C:19]([O:24]C(=O)C(C)(C)C)[CH:18]=[CH:17][C:16]=2[CH2:15]1)[CH3:2].Br[CH2:42][C:43]([N:45]1[C:50]([CH3:52])([CH3:51])[CH2:49][CH2:48][CH2:47][C:46]1([CH3:54])[CH3:53])=O. (7) Given the product [C:17]([S:19][CH:10]1[CH2:9][N:8]([C:5]2[S:6][CH:7]=[C:3]([C:1]#[N:2])[N:4]=2)[CH2:11]1)(=[O:20])[CH3:18], predict the reactants needed to synthesize it. The reactants are: [C:1]([C:3]1[N:4]=[C:5]([N:8]2[CH2:11][CH:10](OS(C)(=O)=O)[CH2:9]2)[S:6][CH:7]=1)#[N:2].[C:17]([O-:20])(=[S:19])[CH3:18].[K+]. (8) Given the product [CH2:43]([C:44]1[O:25][C:24]([CH:23]([N:28]2[CH:32]=[CH:31][CH:30]=[CH:29]2)[CH2:22][C:19]2[CH:20]=[CH:21][C:16]([O:15][CH2:14][CH2:13][C:3]3[N:4]=[C:5]([C:7]4[CH:8]=[CH:9][CH:10]=[CH:11][CH:12]=4)[O:6][C:2]=3[CH3:1])=[CH:17][CH:18]=2)=[N:26][N:27]=1)[CH3:33], predict the reactants needed to synthesize it. The reactants are: [CH3:1][C:2]1[O:6][C:5]([C:7]2[CH:12]=[CH:11][CH:10]=[CH:9][CH:8]=2)=[N:4][C:3]=1[CH2:13][CH2:14][O:15][C:16]1[CH:21]=[CH:20][C:19]([CH2:22][C@H:23]([N:28]2[CH:32]=[CH:31][CH:30]=[CH:29]2)[C:24]([NH:26][NH2:27])=[O:25])=[CH:18][CH:17]=1.[CH3:33]S(O)(=O)=O.O.O1[CH2:44][CH2:43]OCC1. (9) The reactants are: [Br:1][C:2]1[CH:3]=[CH:4][CH:5]=[C:6]2[C:28]=1[C:9]1([CH2:14][CH2:13][N:12]([C:15](=[O:27])[NH:16][CH:17]3[CH:24]4[CH2:25][CH:20]5[CH2:21][CH:22]([CH2:26][CH:18]3[CH2:19]5)[CH2:23]4)[CH2:11][CH2:10]1)[CH2:8][CH:7]2[CH2:29][C:30]([O:32]CC)=[O:31].[CH2:35]1[C:39]2([CH2:44][CH2:43][CH2:42][NH:41][CH2:40]2)[CH2:38][CH2:37][N:36]1[C:45]([O-:47])=[O:46].O[Li].O. Given the product [Br:1][C:2]1[CH:3]=[CH:4][CH:5]=[C:6]2[C:28]=1[C:9]1([CH2:10][CH2:11][N:12]([C:15](=[O:27])[NH:16][CH:17]3[CH:18]4[CH2:26][CH:22]5[CH2:21][CH:20]([CH2:25][CH:24]3[CH2:23]5)[CH2:19]4)[CH2:13][CH2:14]1)[CH2:8][CH:7]2[CH2:29][C:30]([OH:32])=[O:31].[CH2:35]1[C:39]2([CH2:44][CH2:43][CH2:42][NH:41][CH2:40]2)[CH2:38][CH2:37][N:36]1[C:45]([O-:47])=[O:46], predict the reactants needed to synthesize it.